Dataset: Full USPTO retrosynthesis dataset with 1.9M reactions from patents (1976-2016). Task: Predict the reactants needed to synthesize the given product. (1) Given the product [CH3:1][S:2]([C:11]1[CH:12]=[CH:13][C:14]([CH2:17][CH2:18][C:19]([O:21][CH3:22])=[O:20])=[CH:15][CH:16]=1)(=[NH:4])=[O:3], predict the reactants needed to synthesize it. The reactants are: [CH3:1][S:2]([C:11]1[CH:16]=[CH:15][C:14]([CH2:17][CH2:18][C:19]([O:21][CH3:22])=[O:20])=[CH:13][CH:12]=1)(=[N:4]C(=O)C(F)(F)F)=[O:3].C([O-])([O-])=O.[K+].[K+]. (2) Given the product [Br:13][C:14]1[CH:15]=[N:16][CH:17]=[C:18]([Cl:20])[C:19]=1[CH2:22][OH:23], predict the reactants needed to synthesize it. The reactants are: C(NC(C)C)(C)C.C([Li])CCC.[Br:13][C:14]1[CH:15]=[N:16][CH:17]=[C:18]([Cl:20])[CH:19]=1.Cl[C:22](OC)=[O:23].[H-].[Al+3].[Li+].[H-].[H-].[H-]. (3) Given the product [F:14][C:15]1[CH:16]=[C:17]([C:21]2[C:10]3[C:11](=[CH:6][C:7]([CH3:13])=[CH:8][CH:9]=3)[O:12][C:23](=[O:24])[CH:22]=2)[CH:18]=[CH:19][CH:20]=1, predict the reactants needed to synthesize it. The reactants are: CS(O)(=O)=O.[CH:6]1[C:11]([OH:12])=[CH:10][CH:9]=[CH:8][C:7]=1[CH3:13].[F:14][C:15]1[CH:16]=[C:17]([C:21](=O)[CH2:22][C:23](OCC)=[O:24])[CH:18]=[CH:19][CH:20]=1. (4) Given the product [C:27]([O:26][C:25]([NH:24][CH2:23][CH2:22][NH:3][C@@H:4]([CH2:9][C:10]1[N:11]=[CH:12][N:13]([CH3:15])[CH:14]=1)[C:5]([O:7][CH3:8])=[O:6])=[O:31])([CH3:30])([CH3:29])[CH3:28], predict the reactants needed to synthesize it. The reactants are: Cl.Cl.[NH2:3][C@@H:4]([CH2:9][C:10]1[N:11]=[CH:12][N:13]([CH3:15])[CH:14]=1)[C:5]([O:7][CH3:8])=[O:6].C([O-])(=O)C.[Na+].O=[CH:22][CH2:23][NH:24][C:25](=[O:31])[O:26][C:27]([CH3:30])([CH3:29])[CH3:28].C([BH3-])#N.[Na+].Cl.C(=O)(O)[O-].[Na+]. (5) Given the product [N:21]1[CH:26]=[CH:25][CH:24]=[C:23]([C:27]2[CH2:31][CH:30]([C:32]([NH:1][C:2]3[CH:10]=[CH:9][C:5]([C:6]([OH:8])=[O:7])=[CH:4][CH:3]=3)=[O:33])[O:29][N:28]=2)[CH:22]=1, predict the reactants needed to synthesize it. The reactants are: [NH2:1][C:2]1[CH:10]=[CH:9][C:5]([C:6]([OH:8])=[O:7])=[CH:4][CH:3]=1.C(N(C(C)C)C(C)C)C.Cl.[N:21]1[CH:26]=[CH:25][CH:24]=[C:23]([C:27]2[CH2:31][CH:30]([C:32](Cl)=[O:33])[O:29][N:28]=2)[CH:22]=1.